This data is from Reaction yield outcomes from USPTO patents with 853,638 reactions. The task is: Predict the reaction yield, written as a fraction of the theoretical maximum amount of product (1.0 means a 100% yield; for example, 0.34 means a 34% yield). (1) The yield is 0.940. The reactants are [CH:1]1([CH2:6][N:7]2[C:11](=[O:12])[N:10]([C:13]3[CH:18]=[CH:17][C:16]([N:19]4[CH2:24][CH2:23][N:22]([C:25]5[CH:30]=[CH:29][C:28]([O:31]C)=[CH:27][CH:26]=5)[CH2:21][CH2:20]4)=[CH:15][CH:14]=3)[CH:9]=[N:8]2)[CH2:5][CH2:4][CH2:3][CH2:2]1. The catalyst is Br. The product is [CH:1]1([CH2:6][N:7]2[C:11](=[O:12])[N:10]([C:13]3[CH:14]=[CH:15][C:16]([N:19]4[CH2:20][CH2:21][N:22]([C:25]5[CH:26]=[CH:27][C:28]([OH:31])=[CH:29][CH:30]=5)[CH2:23][CH2:24]4)=[CH:17][CH:18]=3)[CH:9]=[N:8]2)[CH2:2][CH2:3][CH2:4][CH2:5]1. (2) The reactants are [Br:1][C:2]1[CH:20]=[CH:19][C:5]2[C:6](=[O:18])[N:7]([CH2:9][C:10](=[O:17])[N:11]3[CH2:16][CH2:15][NH:14][CH2:13][CH2:12]3)[S:8][C:4]=2[CH:3]=1.Cl[C:22]([O:24][C:25]1[CH:30]=[CH:29][C:28]([N+:31]([O-:33])=[O:32])=[CH:27][CH:26]=1)=[O:23]. The catalyst is CN(C1C=CN=CC=1)C.C(Cl)Cl. The product is [Br:1][C:2]1[CH:20]=[CH:19][C:5]2[C:6](=[O:18])[N:7]([CH2:9][C:10]([N:11]3[CH2:16][CH2:15][N:14]([C:22]([O:24][C:25]4[CH:26]=[CH:27][C:28]([N+:31]([O-:33])=[O:32])=[CH:29][CH:30]=4)=[O:23])[CH2:13][CH2:12]3)=[O:17])[S:8][C:4]=2[CH:3]=1. The yield is 0.210. (3) The reactants are Br[C@@H:2]([CH2:8][N:9]([CH2:19][C@@H:20](Br)[C:21]([O:23][CH2:24][CH3:25])=[O:22])[S:10]([C:13]1[CH:18]=[CH:17][CH:16]=[CH:15][CH:14]=1)(=[O:12])=[O:11])[C:3]([O:5][CH2:6][CH3:7])=[O:4].[CH2:27]([NH2:34])[C:28]1[CH:33]=[CH:32][CH:31]=[CH:30][CH:29]=1. The catalyst is C1(C)C=CC=CC=1. The product is [CH2:27]([N:34]1[C@H:2]([C:3]([O:5][CH2:6][CH3:7])=[O:4])[CH2:8][N:9]([S:10]([C:13]2[CH:18]=[CH:17][CH:16]=[CH:15][CH:14]=2)(=[O:12])=[O:11])[CH2:19][C@@H:20]1[C:21]([O:23][CH2:24][CH3:25])=[O:22])[C:28]1[CH:33]=[CH:32][CH:31]=[CH:30][CH:29]=1. The yield is 0.600. (4) The reactants are Cl[C:2]1[N:7]=[C:6]([C:8]2[CH:13]=[CH:12][CH:11]=[CH:10][C:9]=2[Cl:14])[N:5]=[C:4]([CH:15]2[CH2:18][N:17](C(OC(C)(C)C)=O)[CH2:16]2)[CH:3]=1.[CH3:26][C:27]1[NH:31][N:30]=[C:29]([NH2:32])[CH:28]=1.CCN(C(C)C)C(C)C.[I-].[Na+]. The catalyst is CN(C=O)C. The product is [NH:17]1[CH2:16][CH:15]([C:4]2[N:5]=[C:6]([C:8]3[CH:13]=[CH:12][CH:11]=[CH:10][C:9]=3[Cl:14])[N:7]=[C:2]([NH:32][C:29]3[CH:28]=[C:27]([CH3:26])[NH:31][N:30]=3)[CH:3]=2)[CH2:18]1. The yield is 0.130. (5) The product is [O:41]1[CH:27]=[CH:28][CH:29]=[C:24]1[C:3]1[CH:4]=[CH:5][C:6]([CH2:8][NH:9][CH:10]=[C:11]2[C:20]3[C:15](=[CH:16][CH:17]=[C:18]([I:21])[CH:19]=3)[C:14](=[O:22])[NH:13][C:12]2=[O:23])=[CH:7][C:2]=1[OH:1]. The reactants are [OH:1][C:2]1[CH:7]=[C:6]([CH2:8][NH:9][CH:10]=[C:11]2[C:20]3[C:15](=[CH:16][CH:17]=[C:18]([I:21])[CH:19]=3)[C:14](=[O:22])[NH:13][C:12]2=[O:23])[CH:5]=[CH:4][C:3]=1[C:24]1[CH:29]=[CH:28][CH:27]=CC=1.IC1C=C2C(=CC=1)C(=[O:41])NC(=O)C2=COC.NCC1C=CC(C2C=COC=2)=C(O)C=1. The yield is 0.530. No catalyst specified. (6) The reactants are [BrH:1].[NH2:2][C@@H:3]([CH2:7][C:8]1[CH:13]=[CH:12][C:11]([OH:14])=[CH:10][CH:9]=1)[C:4]([OH:6])=[O:5].BrBr. The catalyst is CC(O)=O. The product is [BrH:1].[NH2:2][C@@H:3]([CH2:7][C:8]1[CH:9]=[CH:10][C:11]([OH:14])=[C:12]([Br:1])[CH:13]=1)[C:4]([OH:6])=[O:5]. The yield is 0.850.